From a dataset of Forward reaction prediction with 1.9M reactions from USPTO patents (1976-2016). Predict the product of the given reaction. Given the reactants C[O:2][C:3]1[CH:8]=[CH:7][C:6]([N:9]2[C:13]3[CH:14]=[CH:15][CH:16]=[CH:17][C:12]=3[N:11]=[C:10]2[C:18]2[S:22][C:21]([C:23](O)=[O:24])=[CH:20][CH:19]=2)=[CH:5][CH:4]=1.C(N(CC)CC)C.[NH2:33][CH:34]([C:41]1[CH:46]=[CH:45][CH:44]=[CH:43][CH:42]=1)[C:35]1[CH:40]=[CH:39][CH:38]=[CH:37][CH:36]=1.CCCP1(OP(CCC)(=O)OP(CCC)(=O)O1)=O.C(OCC)(=O)C.C(=O)(O)[O-].[Na+], predict the reaction product. The product is: [CH:34]([NH:33][C:23]([C:21]1[S:22][C:18]([C:10]2[N:9]([C:6]3[CH:5]=[CH:4][C:3]([OH:2])=[CH:8][CH:7]=3)[C:13]3[CH:14]=[CH:15][CH:16]=[CH:17][C:12]=3[N:11]=2)=[CH:19][CH:20]=1)=[O:24])([C:35]1[CH:40]=[CH:39][CH:38]=[CH:37][CH:36]=1)[C:41]1[CH:46]=[CH:45][CH:44]=[CH:43][CH:42]=1.